The task is: Regression. Given two drug SMILES strings and cell line genomic features, predict the synergy score measuring deviation from expected non-interaction effect.. This data is from NCI-60 drug combinations with 297,098 pairs across 59 cell lines. (1) Drug 1: CC1=C(C(=O)C2=C(C1=O)N3CC4C(C3(C2COC(=O)N)OC)N4)N. Drug 2: CC(C)CN1C=NC2=C1C3=CC=CC=C3N=C2N. Cell line: SR. Synergy scores: CSS=51.8, Synergy_ZIP=-3.73, Synergy_Bliss=-7.13, Synergy_Loewe=-15.9, Synergy_HSA=-5.55. (2) Drug 1: CN1CCC(CC1)COC2=C(C=C3C(=C2)N=CN=C3NC4=C(C=C(C=C4)Br)F)OC. Drug 2: C1C(C(OC1N2C=NC3=C(N=C(N=C32)Cl)N)CO)O. Cell line: OVCAR-8. Synergy scores: CSS=40.0, Synergy_ZIP=1.10, Synergy_Bliss=1.39, Synergy_Loewe=-13.8, Synergy_HSA=3.11. (3) Drug 1: CN(C(=O)NC(C=O)C(C(C(CO)O)O)O)N=O. Drug 2: C1CCC(C(C1)N)N.C(=O)(C(=O)[O-])[O-].[Pt+4]. Cell line: UACC62. Synergy scores: CSS=-5.61, Synergy_ZIP=-6.13, Synergy_Bliss=-18.2, Synergy_Loewe=-35.8, Synergy_HSA=-19.4. (4) Drug 1: CC1OCC2C(O1)C(C(C(O2)OC3C4COC(=O)C4C(C5=CC6=C(C=C35)OCO6)C7=CC(=C(C(=C7)OC)O)OC)O)O. Drug 2: C1CNP(=O)(OC1)N(CCCl)CCCl. Cell line: NCI-H226. Synergy scores: CSS=12.7, Synergy_ZIP=-2.96, Synergy_Bliss=0.955, Synergy_Loewe=-17.0, Synergy_HSA=-2.38. (5) Drug 1: CC1CCC2CC(C(=CC=CC=CC(CC(C(=O)C(C(C(=CC(C(=O)CC(OC(=O)C3CCCCN3C(=O)C(=O)C1(O2)O)C(C)CC4CCC(C(C4)OC)O)C)C)O)OC)C)C)C)OC. Drug 2: COC1=C2C(=CC3=C1OC=C3)C=CC(=O)O2. Cell line: MCF7. Synergy scores: CSS=28.3, Synergy_ZIP=-4.75, Synergy_Bliss=1.80, Synergy_Loewe=-20.6, Synergy_HSA=2.45. (6) Drug 1: C1=NC2=C(N=C(N=C2N1C3C(C(C(O3)CO)O)F)Cl)N. Drug 2: CC12CCC3C(C1CCC2O)C(CC4=C3C=CC(=C4)O)CCCCCCCCCS(=O)CCCC(C(F)(F)F)(F)F. Cell line: NCI-H322M. Synergy scores: CSS=-1.63, Synergy_ZIP=1.77, Synergy_Bliss=1.63, Synergy_Loewe=-2.04, Synergy_HSA=-1.88.